From a dataset of Reaction yield outcomes from USPTO patents with 853,638 reactions. Predict the reaction yield, written as a fraction of the theoretical maximum amount of product (1.0 means a 100% yield; for example, 0.34 means a 34% yield). The reactants are [Cl:1][C:2]1[C:3]([F:15])=[C:4]([C:8]2([O:13][CH3:14])[CH2:12][CH2:11][NH:10][CH2:9]2)[CH:5]=[CH:6][CH:7]=1.I[CH2:17][CH3:18].C(N(CC)CC)C. The product is [Cl:1][C:2]1[C:3]([F:15])=[C:4]([C:8]2([O:13][CH3:14])[CH2:12][CH2:11][N:10]([CH2:17][CH3:18])[CH2:9]2)[CH:5]=[CH:6][CH:7]=1. The catalyst is O1CCCC1. The yield is 0.359.